From a dataset of Retrosynthesis with 50K atom-mapped reactions and 10 reaction types from USPTO. Predict the reactants needed to synthesize the given product. Given the product COC(=O)CCCCCNc1ccc(N)c(C)c1, predict the reactants needed to synthesize it. The reactants are: COC(=O)CCCCCNc1ccc([N+](=O)[O-])c(C)c1.